From a dataset of Peptide-MHC class I binding affinity with 185,985 pairs from IEDB/IMGT. Regression. Given a peptide amino acid sequence and an MHC pseudo amino acid sequence, predict their binding affinity value. This is MHC class I binding data. (1) The peptide sequence is SEGCTPYDI. The MHC is H-2-Kk with pseudo-sequence H-2-Kk. The binding affinity (normalized) is 0.739. (2) The peptide sequence is ILARRPTPK. The binding affinity (normalized) is 0.320. The MHC is HLA-A31:01 with pseudo-sequence HLA-A31:01. (3) The peptide sequence is VPLDEDFRKY. The MHC is HLA-B53:01 with pseudo-sequence HLA-B53:01. The binding affinity (normalized) is 0.303. (4) The peptide sequence is TRAPAPFPL. The MHC is HLA-B08:01 with pseudo-sequence HLA-B08:01. The binding affinity (normalized) is 0.213. (5) The peptide sequence is CLIQKALFM. The MHC is HLA-A02:01 with pseudo-sequence HLA-A02:01. The binding affinity (normalized) is 0.384. (6) The peptide sequence is RYMSKTYNF. The MHC is HLA-A02:12 with pseudo-sequence HLA-A02:12. The binding affinity (normalized) is 0.0847. (7) The peptide sequence is ILKINSVKYY. The MHC is HLA-A33:01 with pseudo-sequence HLA-A33:01. The binding affinity (normalized) is 0.138.